From a dataset of Peptide-MHC class I binding affinity with 185,985 pairs from IEDB/IMGT. Regression. Given a peptide amino acid sequence and an MHC pseudo amino acid sequence, predict their binding affinity value. This is MHC class I binding data. (1) The peptide sequence is NVMLVTLPV. The MHC is HLA-A68:02 with pseudo-sequence HLA-A68:02. The binding affinity (normalized) is 0.989. (2) The peptide sequence is DYDCVSFCY. The MHC is HLA-A26:01 with pseudo-sequence HLA-A26:01. The binding affinity (normalized) is 0.0965. (3) The binding affinity (normalized) is 0.0162. The peptide sequence is KTKPPLPSVKK. The MHC is HLA-A33:01 with pseudo-sequence HLA-A33:01. (4) The peptide sequence is FLYDRIAST. The MHC is HLA-A69:01 with pseudo-sequence HLA-A69:01. The binding affinity (normalized) is 0.305. (5) The peptide sequence is AIPYFYKGK. The MHC is HLA-A01:01 with pseudo-sequence HLA-A01:01. The binding affinity (normalized) is 0.0847. (6) The peptide sequence is CLMMILPAA. The MHC is HLA-A02:17 with pseudo-sequence HLA-A02:17. The binding affinity (normalized) is 0.438. (7) The peptide sequence is AQPLPQRQK. The MHC is HLA-A11:01 with pseudo-sequence HLA-A11:01. The binding affinity (normalized) is 0.373. (8) The peptide sequence is EKLKSLYNTV. The MHC is HLA-A02:03 with pseudo-sequence HLA-A02:03. The binding affinity (normalized) is 0.402.